Predict the reaction yield, written as a fraction of the theoretical maximum amount of product (1.0 means a 100% yield; for example, 0.34 means a 34% yield). From a dataset of Reaction yield outcomes from USPTO patents with 853,638 reactions. (1) The reactants are [Cl:1][C:2]1[CH:7]=[CH:6][C:5]([C:8]2[CH:9]=[N:10][CH:11]=[C:12]3[C:17]=2[N:16]=[C:15]([C:18]([OH:20])=O)[CH:14]=[CH:13]3)=[CH:4][CH:3]=1.C(N(CC)C(C)C)(C)C.F[P-](F)(F)(F)(F)F.N1(OC(N(C)C)=[N+](C)C)C2N=CC=CC=2N=N1.[CH3:54][S:55]([CH2:58][CH2:59][NH2:60])(=[O:57])=[O:56]. The catalyst is CN(C)C=O. The product is [Cl:1][C:2]1[CH:3]=[CH:4][C:5]([C:8]2[CH:9]=[N:10][CH:11]=[C:12]3[C:17]=2[N:16]=[C:15]([C:18]([NH:60][CH2:59][CH2:58][S:55]([CH3:54])(=[O:57])=[O:56])=[O:20])[CH:14]=[CH:13]3)=[CH:6][CH:7]=1. The yield is 0.0700. (2) The reactants are [CH2:1]([S:8][CH2:9][C@@H:10]([C:12]([OH:14])=[O:13])[NH2:11])[C:2]1[CH:7]=[CH:6][CH:5]=[CH:4][CH:3]=1.C[Si](C([Si](C)(C)C)C(N)=O)(C)C.Br[C:28]1[S:29][C:30]([N+:33]([O-:35])=[O:34])=[CH:31][N:32]=1. The catalyst is C1(C)C=CC=CC=1. The product is [CH2:1]([S:8][CH2:9][C@H:10]([NH:11][C:28]1[S:29][C:30]([N+:33]([O-:35])=[O:34])=[CH:31][N:32]=1)[C:12]([OH:14])=[O:13])[C:2]1[CH:7]=[CH:6][CH:5]=[CH:4][CH:3]=1. The yield is 0.0300. (3) The reactants are [Br:1][C:2]1[CH:3]=[C:4]([CH2:12][CH2:13][CH2:14]Br)[N:5]2[C:10]=1[C:9]([NH2:11])=[N:8][CH:7]=[N:6]2.[NH:16]1[CH2:21][CH2:20][O:19][CH2:18][CH2:17]1.C(N(CC)CC)C.[I-].[Na+]. The catalyst is CN(C=O)C.CCOC(C)=O. The product is [Br:1][C:2]1[CH:3]=[C:4]([CH2:12][CH2:13][CH2:14][N:16]2[CH2:21][CH2:20][O:19][CH2:18][CH2:17]2)[N:5]2[C:10]=1[C:9]([NH2:11])=[N:8][CH:7]=[N:6]2. The yield is 0.479. (4) The reactants are Br[CH:2]1[C:11]2[C:6](=[CH:7][CH:8]=[C:9]([O:12][CH:13]([CH3:15])[CH3:14])[CH:10]=2)[C:5]([CH3:17])([CH3:16])[O:4][CH2:3]1.C(=O)([O-])[O-].[Cs+].[Cs+].[NH2:24][CH2:25][C@@H:26]([OH:45])[C@@H:27]([NH:37][C:38](=[O:44])[O:39][C:40]([CH3:43])([CH3:42])[CH3:41])[CH2:28][C:29]1[CH:34]=[C:33]([F:35])[CH:32]=[C:31]([F:36])[CH:30]=1. The catalyst is CN(C)C=O.C(OCC)(=O)C. The product is [F:35][C:33]1[CH:34]=[C:29]([CH:30]=[C:31]([F:36])[CH:32]=1)[CH2:28][C@H:27]([NH:37][C:38](=[O:44])[O:39][C:40]([CH3:43])([CH3:42])[CH3:41])[C@H:26]([OH:45])[CH2:25][NH:24][CH:2]1[C:11]2[C:6](=[CH:7][CH:8]=[C:9]([O:12][CH:13]([CH3:15])[CH3:14])[CH:10]=2)[C:5]([CH3:17])([CH3:16])[O:4][CH2:3]1. The yield is 0.470.